From a dataset of Full USPTO retrosynthesis dataset with 1.9M reactions from patents (1976-2016). Predict the reactants needed to synthesize the given product. (1) Given the product [N:2]1[NH:16][N:17]=[N:18][C:1]=1[CH:3]1[CH2:8][CH2:7][CH2:6][CH2:5][N:4]1[C:9]([O:11][C:12]([CH3:15])([CH3:14])[CH3:13])=[O:10], predict the reactants needed to synthesize it. The reactants are: [C:1]([CH:3]1[CH2:8][CH2:7][CH2:6][CH2:5][N:4]1[C:9]([O:11][C:12]([CH3:15])([CH3:14])[CH3:13])=[O:10])#[N:2].[N-:16]=[N+:17]=[N-:18].[Na+].[Cl-].[NH4+]. (2) Given the product [F:1][C:2]1[CH:8]=[C:7]([I:9])[CH:6]=[CH:5][C:3]=1[N:4]1[C:15]([CH3:16])=[CH:14][CH:10]=[C:11]1[CH3:13], predict the reactants needed to synthesize it. The reactants are: [F:1][C:2]1[CH:8]=[C:7]([I:9])[CH:6]=[CH:5][C:3]=1[NH2:4].[CH2:10]([CH2:14][C:15](=O)[CH3:16])[C:11]([CH3:13])=O.C(=O)([O-])O.[Na+]. (3) Given the product [OH:13]/[CH:12]=[C:7]1\[C:6](=[O:10])[CH2:5][C:4]([CH3:11])([CH3:3])[CH2:9][CH2:8]\1, predict the reactants needed to synthesize it. The reactants are: [H-].[Na+].[CH3:3][C:4]1([CH3:11])[CH2:9][CH2:8][CH2:7][C:6](=[O:10])[CH2:5]1.[CH:12](OCC)=[O:13].C(O)C.